Dataset: Forward reaction prediction with 1.9M reactions from USPTO patents (1976-2016). Task: Predict the product of the given reaction. (1) Given the reactants C(O)C.[C:4]([NH:7][C@H:8]([C@H:14]([OH:30])[CH2:15][CH2:16][CH2:17][CH2:18][CH2:19][CH2:20][CH2:21][CH2:22][CH2:23][CH2:24][CH2:25][CH2:26][CH2:27][CH2:28][CH3:29])[C:9](OCC)=[O:10])(=[O:6])[CH3:5].[BH4-].[Na+].C(OCC)(=O)C, predict the reaction product. The product is: [C:4]([NH:7][C@H:8]([C@H:14]([OH:30])[CH2:15][CH2:16][CH2:17][CH2:18][CH2:19][CH2:20][CH2:21][CH2:22][CH2:23][CH2:24][CH2:25][CH2:26][CH2:27][CH2:28][CH3:29])[CH2:9][OH:10])(=[O:6])[CH3:5]. (2) The product is: [Br:1][C:2]1[CH:3]=[N:4][N:5]([CH3:19])[C:6]=1[C:7]1[CH:12]=[C:11]([NH2:13])[CH:10]=[CH:9][C:8]=1[O:16][CH2:17][CH3:18]. Given the reactants [Br:1][C:2]1[CH:3]=[N:4][N:5]([CH3:19])[C:6]=1[C:7]1[CH:12]=[C:11]([N+:13]([O-])=O)[CH:10]=[CH:9][C:8]=1[O:16][CH2:17][CH3:18].O.O.Cl[Sn]Cl.CCO, predict the reaction product. (3) Given the reactants Br[C:2]1S[C:5]([C:7]([NH:9][CH:10]([C:12]2[N:17]=[N:16][C:15]([NH:18][C:19]3[CH:24]=[CH:23][C:22]([O:25][CH3:26])=[CH:21][CH:20]=3)=[N:14][CH:13]=2)[CH3:11])=[O:8])=[CH:4][CH:3]=1.N[CH:28]([C:30]1N=NC(NC2C=CC(OC)=CC=2)=NC=1)[CH3:29].C1(CC(O)=O)CCCCC1, predict the reaction product. The product is: [CH:4]1([CH2:5][C:7]([NH:9][CH:10]([C:12]2[N:17]=[N:16][C:15]([NH:18][C:19]3[CH:24]=[CH:23][C:22]([O:25][CH3:26])=[CH:21][CH:20]=3)=[N:14][CH:13]=2)[CH3:11])=[O:8])[CH2:30][CH2:28][CH2:29][CH2:2][CH2:3]1. (4) The product is: [ClH:28].[F:17][C:13]1[CH:12]=[C:11]([CH:16]=[CH:15][CH:14]=1)[CH2:10][C@@H:9]([C:18]([O:20][CH2:21][C:22]1[CH:27]=[CH:26][CH:25]=[CH:24][CH:23]=1)=[O:19])[NH2:8]. Given the reactants C(OC([NH:8][C@H:9]([C:18]([O:20][CH2:21][C:22]1[CH:27]=[CH:26][CH:25]=[CH:24][CH:23]=1)=[O:19])[CH2:10][C:11]1[CH:16]=[CH:15][CH:14]=[C:13]([F:17])[CH:12]=1)=O)(C)(C)C.[ClH:28], predict the reaction product. (5) Given the reactants IC.[Cl:3][C:4]1[CH:25]=[CH:24][C:7]([CH2:8][NH:9][C:10]([C:12]2[N:13]=[N:14][C:15]3[C:20]([C:21]=2[OH:22])=[CH:19][C:18]([I:23])=[CH:17][CH:16]=3)=[O:11])=[CH:6][CH:5]=1.[C:26]([O-])([O-])=O.[K+].[K+].O, predict the reaction product. The product is: [Cl:3][C:4]1[CH:5]=[CH:6][C:7]([CH2:8][NH:9][C:10]([C:12]2[C:21](=[O:22])[C:20]3[C:15](=[CH:16][CH:17]=[C:18]([I:23])[CH:19]=3)[N:14]([CH3:26])[N:13]=2)=[O:11])=[CH:24][CH:25]=1. (6) Given the reactants Br[C:2]1[S:6][C:5]([CH3:7])=[C:4]([CH2:8][C:9]2[CH:14]=[CH:13][C:12]([O:15][CH3:16])=[CH:11][CH:10]=2)[CH:3]=1.[Na+].[I-:18].CNCCNC, predict the reaction product. The product is: [I:18][C:2]1[S:6][C:5]([CH3:7])=[C:4]([CH2:8][C:9]2[CH:14]=[CH:13][C:12]([O:15][CH3:16])=[CH:11][CH:10]=2)[CH:3]=1. (7) The product is: [C:9]1([C:12]2[CH:17]=[CH:16][CH:15]=[CH:14][CH:13]=2)[CH:10]=[CH:11][C:6]([CH:2]([NH:1][C:32](=[O:33])[CH2:31][NH:30][C:29]([NH:28][CH2:27][CH2:26][CH2:25][NH:24][C:19]2[CH:20]=[CH:21][CH:22]=[CH:23][N:18]=2)=[O:35])[CH2:3][C:4]#[N:5])=[CH:7][CH:8]=1. Given the reactants [NH2:1][CH:2]([C:6]1[CH:11]=[CH:10][C:9]([C:12]2[CH:17]=[CH:16][CH:15]=[CH:14][CH:13]=2)=[CH:8][CH:7]=1)[CH2:3][C:4]#[N:5].[N:18]1[CH:23]=[CH:22][CH:21]=[CH:20][C:19]=1[NH:24][CH2:25][CH2:26][CH2:27][NH:28][C:29](=[O:35])[NH:30][CH2:31][C:32](O)=[O:33].CN(C(ON1N=NC2C=CC=CC1=2)=[N+](C)C)C.[B-](F)(F)(F)F.CCN(C(C)C)C(C)C, predict the reaction product. (8) Given the reactants [OH:1][C@H:2]1[CH2:7][N:6]([C:8]([O:10][CH2:11][C:12]2[CH:17]=[CH:16][CH:15]=[CH:14][CH:13]=2)=[O:9])[C@H:5]([CH3:18])[CH2:4][CH2:3]1.F[C:20]1[C:25]([CH3:26])=[C:24]([I:27])[CH:23]=[CH:22][N:21]=1.[H-].[Na+], predict the reaction product. The product is: [I:27][C:24]1[CH:23]=[CH:22][N:21]=[C:20]([O:1][C@H:2]2[CH2:7][N:6]([C:8]([O:10][CH2:11][C:12]3[CH:17]=[CH:16][CH:15]=[CH:14][CH:13]=3)=[O:9])[C@H:5]([CH3:18])[CH2:4][CH2:3]2)[C:25]=1[CH3:26]. (9) Given the reactants CN(C=O)C.C([O-])(O)=O.[Na+].[Cl:11][C:12]1[CH:17]=[CH:16][CH:15]=[CH:14][C:13]=1I.[CH2:19]([OH:22])[CH:20]=[CH2:21], predict the reaction product. The product is: [Cl:11][C:12]1[CH:17]=[CH:16][CH:15]=[CH:14][C:13]=1[CH2:21][CH2:20][CH:19]=[O:22].